This data is from Reaction yield outcomes from USPTO patents with 853,638 reactions. The task is: Predict the reaction yield, written as a fraction of the theoretical maximum amount of product (1.0 means a 100% yield; for example, 0.34 means a 34% yield). (1) The reactants are [CH3:1][C:2]1[C:18]([CH3:19])=[CH:17][CH:16]=[CH:15][C:3]=1[C:4]([NH:6][NH:7]C(OC(C)(C)C)=O)=[O:5].FC(F)(F)C(O)=O.C([O-])([O-])=O.[K+].[K+].[OH-].[Na+]. The catalyst is C(Cl)Cl.O. The product is [CH3:1][C:2]1[C:18]([CH3:19])=[CH:17][CH:16]=[CH:15][C:3]=1[C:4]([NH:6][NH2:7])=[O:5]. The yield is 0.730. (2) The reactants are [NH2:1][C:2]1[CH:7]=[CH:6][C:5]([C:8]2[S:12][C:11]([CH2:13][CH2:14][CH2:15][C:16]([O:18][CH3:19])=[O:17])=[N:10][N:9]=2)=[CH:4][CH:3]=1.[N:20]([C:23]1[CH:28]=[CH:27][CH:26]=[C:25]([C:29]([F:32])([F:31])[F:30])[CH:24]=1)=[C:21]=[O:22]. No catalyst specified. The product is [F:30][C:29]([F:31])([F:32])[C:25]1[CH:24]=[C:23]([NH:20][C:21](=[O:22])[NH:1][C:2]2[CH:3]=[CH:4][C:5]([C:8]3[S:12][C:11]([CH2:13][CH2:14][CH2:15][C:16]([O:18][CH3:19])=[O:17])=[N:10][N:9]=3)=[CH:6][CH:7]=2)[CH:28]=[CH:27][CH:26]=1. The yield is 0.810. (3) The reactants are [F:1][C:2]1[CH:3]=[CH:4][C:5]([C:8]2[N:12]=[C:11]([C:13]3[CH:18]=[CH:17][CH:16]=[C:15](Br)[CH:14]=3)[O:10][N:9]=2)=[N:6][CH:7]=1.B1([C:26]2[CH:31]=[CH:30][CH:29]=[N:28][CH:27]=2)OCCCO1.COCCOC.C(=O)([O-])[O-].[Na+].[Na+]. The catalyst is ClCCl.C1C=CC([P]([Pd]([P](C2C=CC=CC=2)(C2C=CC=CC=2)C2C=CC=CC=2)([P](C2C=CC=CC=2)(C2C=CC=CC=2)C2C=CC=CC=2)[P](C2C=CC=CC=2)(C2C=CC=CC=2)C2C=CC=CC=2)(C2C=CC=CC=2)C2C=CC=CC=2)=CC=1. The product is [F:1][C:2]1[CH:3]=[CH:4][C:5]([C:8]2[N:12]=[C:11]([C:13]3[CH:18]=[CH:17][CH:16]=[C:15]([C:26]4[CH:27]=[N:28][CH:29]=[CH:30][CH:31]=4)[CH:14]=3)[O:10][N:9]=2)=[N:6][CH:7]=1. The yield is 0.502. (4) The reactants are [CH:1]1([NH:6][C:7]2[CH:14]=[C:13]([N:15]3[C:23]4[CH2:22][C:21]([CH3:25])([CH3:24])[CH2:20][C:19](=[O:26])[C:18]=4[C:17]([CH2:27][CH3:28])=[N:16]3)[CH:12]=[C:11]([F:29])[C:8]=2[C:9]#[N:10])[CH2:5][CH2:4][CH2:3][CH2:2]1.CS(C)=[O:32].[OH-].[K+].OO. The catalyst is CCOC(C)=O.O.C(O)C. The product is [CH:1]1([NH:6][C:7]2[CH:14]=[C:13]([N:15]3[C:23]4[CH2:22][C:21]([CH3:25])([CH3:24])[CH2:20][C:19](=[O:26])[C:18]=4[C:17]([CH2:27][CH3:28])=[N:16]3)[CH:12]=[C:11]([F:29])[C:8]=2[C:9]([NH2:10])=[O:32])[CH2:5][CH2:4][CH2:3][CH2:2]1. The yield is 0.960. (5) The catalyst is CCO.C(Cl)Cl. The yield is 0.640. The reactants are [CH2:1]([NH:3][CH3:4])[CH3:2].CS(O[CH2:10][CH2:11][CH2:12][N:13]([C:15]([O:17][CH:18]([CH2:37][CH2:38][CH2:39][CH2:40][CH2:41][CH2:42][CH2:43][CH2:44]/[CH:45]=[CH:46]\[CH2:47]/[CH:48]=[CH:49]\[CH2:50][CH2:51][CH2:52][CH2:53][CH3:54])[CH2:19][CH2:20][CH2:21][CH2:22][CH2:23][CH2:24][CH2:25][CH2:26]/[CH:27]=[CH:28]\[CH2:29]/[CH:30]=[CH:31]\[CH2:32][CH2:33][CH2:34][CH2:35][CH3:36])=[O:16])[CH3:14])(=O)=O. The product is [CH2:1]([N:3]([CH3:4])[CH2:10][CH2:11][CH2:12][N:13]([CH3:14])[C:15](=[O:16])[O:17][CH:18]([CH2:37][CH2:38][CH2:39][CH2:40][CH2:41][CH2:42][CH2:43][CH2:44]/[CH:45]=[CH:46]\[CH2:47]/[CH:48]=[CH:49]\[CH2:50][CH2:51][CH2:52][CH2:53][CH3:54])[CH2:19][CH2:20][CH2:21][CH2:22][CH2:23][CH2:24][CH2:25][CH2:26]/[CH:27]=[CH:28]\[CH2:29]/[CH:30]=[CH:31]\[CH2:32][CH2:33][CH2:34][CH2:35][CH3:36])[CH3:2]. (6) The reactants are Cl[C:2]1[N:11]=[C:10](Cl)[C:9]2[C:4](=[CH:5][CH:6]=[CH:7][CH:8]=2)[N:3]=1.Cl.[CH3:14][O:15][NH2:16].[OH-:17].[Na+]. The catalyst is CCO. The product is [CH3:14][O:15][NH:16][C:10]1[C:9]2[C:4](=[CH:5][CH:6]=[CH:7][CH:8]=2)[NH:3][C:2](=[O:17])[N:11]=1. The yield is 0.360. (7) The reactants are [Cl:1][C:2]1[CH:11]=[CH:10][CH:9]=[C:8]2[C:3]=1[C:4](=[O:30])[N:5]([C:23]1[CH:28]=[CH:27][CH:26]=[CH:25][C:24]=1[CH3:29])[C:6]([C@@H:12]([NH:15]C(=O)OC(C)(C)C)[CH2:13][CH3:14])=[N:7]2.Cl. The catalyst is CCOC(C)=O. The product is [NH2:15][C@H:12]([C:6]1[N:5]([C:23]2[CH:28]=[CH:27][CH:26]=[CH:25][C:24]=2[CH3:29])[C:4](=[O:30])[C:3]2[C:8](=[CH:9][CH:10]=[CH:11][C:2]=2[Cl:1])[N:7]=1)[CH2:13][CH3:14]. The yield is 0.890.